Predict the reaction yield, written as a fraction of the theoretical maximum amount of product (1.0 means a 100% yield; for example, 0.34 means a 34% yield). From a dataset of Reaction yield outcomes from USPTO patents with 853,638 reactions. The reactants are [Br:1][C:2]1[CH:3]=[C:4]([NH:9]C(=O)C)[CH:5]=[C:6]([F:8])[CH:7]=1.[ClH:13]. The catalyst is C(O)C. The product is [ClH:13].[Br:1][C:2]1[CH:3]=[C:4]([CH:5]=[C:6]([F:8])[CH:7]=1)[NH2:9]. The yield is 0.850.